From a dataset of CYP1A2 inhibition data for predicting drug metabolism from PubChem BioAssay. Regression/Classification. Given a drug SMILES string, predict its absorption, distribution, metabolism, or excretion properties. Task type varies by dataset: regression for continuous measurements (e.g., permeability, clearance, half-life) or binary classification for categorical outcomes (e.g., BBB penetration, CYP inhibition). Dataset: cyp1a2_veith. The drug is OC[C@H]1NC[C@@H](O)[C@@H](O)[C@H]1O. The result is 0 (non-inhibitor).